This data is from Reaction yield outcomes from USPTO patents with 853,638 reactions. The task is: Predict the reaction yield, written as a fraction of the theoretical maximum amount of product (1.0 means a 100% yield; for example, 0.34 means a 34% yield). (1) The reactants are C([O-])=O.[NH4+:4].C[O:6][C:7]([C:9]1[S:10][CH:11]=[CH:12][C:13]=1[NH:14][CH:15]=O)=O. The catalyst is C(N)=O. The product is [N:14]1[C:13]2[CH:12]=[CH:11][S:10][C:9]=2[C:7](=[O:6])[NH:4][CH:15]=1. The yield is 0.630. (2) The reactants are [Br:1][CH2:2][C:3]1[CH:8]=[CH:7][C:6]([S:9](Cl)(=[O:11])=[O:10])=[CH:5][CH:4]=1.CCN(CC)CC.[CH3:20][NH:21][CH:22]1[CH2:27][CH2:26][CH2:25][CH2:24][CH2:23]1. The catalyst is C1COCC1.C(Cl)Cl. The product is [Br:1][CH2:2][C:3]1[CH:8]=[CH:7][C:6]([S:9]([N:21]([CH:22]2[CH2:27][CH2:26][CH2:25][CH2:24][CH2:23]2)[CH3:20])(=[O:11])=[O:10])=[CH:5][CH:4]=1. The yield is 0.246. (3) The reactants are [Br:1][C:2]1[CH:7]=[C:6]([F:8])[C:5]([O:9]C)=[C:4]([CH:11]([CH3:13])[CH3:12])[CH:3]=1.B(Br)(Br)Br. The catalyst is C(Cl)Cl. The product is [Br:1][C:2]1[CH:7]=[C:6]([F:8])[C:5]([OH:9])=[C:4]([CH:11]([CH3:13])[CH3:12])[CH:3]=1. The yield is 1.00. (4) The reactants are [C:1]([O:4][CH:5]1[C:9]2[N:10]=[CH:11][N:12]=[C:13](Cl)[C:8]=2[C@H:7]([CH3:15])[CH2:6]1)(=[O:3])[CH3:2].[C:16]([N:23]1[CH2:28][CH2:27][NH:26][CH2:25][CH2:24]1)([O:18][C:19]([CH3:22])([CH3:21])[CH3:20])=[O:17]. The catalyst is CN1C(=O)CCC1.C(OCC)(=O)C. The product is [C:1]([O:4][CH:5]1[C:9]2[N:10]=[CH:11][N:12]=[C:13]([N:26]3[CH2:25][CH2:24][N:23]([C:16]([O:18][C:19]([CH3:22])([CH3:21])[CH3:20])=[O:17])[CH2:28][CH2:27]3)[C:8]=2[C@H:7]([CH3:15])[CH2:6]1)(=[O:3])[CH3:2]. The yield is 0.720. (5) The reactants are Cl[C:2]1[CH:3]=[C:4]([CH:23]=[CH:24][CH:25]=1)[CH2:5][C@@H:6]([CH2:10][CH2:11][C@H:12]([CH2:16][CH:17]1[CH2:22][CH2:21][CH2:20][CH2:19][CH2:18]1)[C:13]([OH:15])=[O:14])[C:7]([OH:9])=[O:8].[H][H]. The catalyst is CO.CCOC(C)=O.[Pd]. The product is [CH2:5]([C@@H:6]([CH2:10][CH2:11][C@H:12]([CH2:16][CH:17]1[CH2:18][CH2:19][CH2:20][CH2:21][CH2:22]1)[C:13]([OH:15])=[O:14])[C:7]([OH:9])=[O:8])[C:4]1[CH:23]=[CH:24][CH:25]=[CH:2][CH:3]=1. The yield is 0.300. (6) The reactants are [CH3:1][N:2]1[C:7](=[O:8])[C:6]2[C:9]([C:30]3[CH:35]=[CH:34][CH:33]=[CH:32][CH:31]=3)=[C:10]([C:12]3[CH:17]=[CH:16][C:15]([C:18]4([NH:22][C:23](=[O:29])[O:24][C:25]([CH3:28])([CH3:27])[CH3:26])[CH2:21][CH2:20][CH2:19]4)=[CH:14][CH:13]=3)[O:11][C:5]=2[N:4]=[C:3]1S(C)(=O)=O.[CH3:40][NH2:41]. No catalyst specified. The product is [CH3:1][N:2]1[C:7](=[O:8])[C:6]2[C:9]([C:30]3[CH:35]=[CH:34][CH:33]=[CH:32][CH:31]=3)=[C:10]([C:12]3[CH:17]=[CH:16][C:15]([C:18]4([NH:22][C:23](=[O:29])[O:24][C:25]([CH3:28])([CH3:27])[CH3:26])[CH2:21][CH2:20][CH2:19]4)=[CH:14][CH:13]=3)[O:11][C:5]=2[N:4]=[C:3]1[NH:41][CH3:40]. The yield is 0.560. (7) The reactants are [F:1][C:2]1[CH:3]=[C:4]([N:8]2[CH2:12][CH2:11][CH2:10][C@@H:9]2[C:13]2[CH:14]=[C:15]([C:30](O)=[O:31])[CH:16]=[C:17]3[C:22]=2[O:21][C:20]([N:23]2[CH2:28][CH2:27][O:26][CH2:25][CH2:24]2)=[CH:19][C:18]3=[O:29])[CH:5]=[CH:6][CH:7]=1.[CH3:33][N:34]1[CH2:39][CH2:38][NH:37][CH2:36][CH2:35]1. No catalyst specified. The product is [F:1][C:2]1[CH:3]=[C:4]([N:8]2[CH2:12][CH2:11][CH2:10][C@@H:9]2[C:13]2[CH:14]=[C:15]([C:30]([N:37]3[CH2:38][CH2:39][N:34]([CH3:33])[CH2:35][CH2:36]3)=[O:31])[CH:16]=[C:17]3[C:22]=2[O:21][C:20]([N:23]2[CH2:24][CH2:25][O:26][CH2:27][CH2:28]2)=[CH:19][C:18]3=[O:29])[CH:5]=[CH:6][CH:7]=1. The yield is 0.330. (8) The reactants are [CH3:1][N:2]([CH3:30])[C:3]1([C:24]2[CH:29]=[CH:28][CH:27]=[CH:26][N:25]=2)[CH2:8][CH2:7][CH:6]([CH2:9][C:10]([NH:12][CH2:13][CH2:14][C:15]2[C:23]3[C:18](=[CH:19][CH:20]=[CH:21][CH:22]=3)[NH:17][CH:16]=2)=[O:11])[CH2:5][CH2:4]1.[Cl:31][Si](C)(C)C. The catalyst is CC(CC)=O. The product is [ClH:31].[CH3:30][N:2]([CH3:1])[C:3]1([C:24]2[CH:29]=[CH:28][CH:27]=[CH:26][N:25]=2)[CH2:4][CH2:5][CH:6]([CH2:9][C:10]([NH:12][CH2:13][CH2:14][C:15]2[C:23]3[C:18](=[CH:19][CH:20]=[CH:21][CH:22]=3)[NH:17][CH:16]=2)=[O:11])[CH2:7][CH2:8]1. The yield is 0.840. (9) The reactants are OC1C=C([CH2:8][C:9]#[N:10])C=CC=1.[CH2:11]=[O:12].[OH2:13].[C:14]1([CH3:24])[CH:19]=[CH:18][C:17](S(O)(=O)=O)=[CH:16][CH:15]=1. The catalyst is C1(C)C=CC=CC=1. The product is [O:12]1[C:15]2[CH:16]=[C:17]([CH2:8][C:9]#[N:10])[CH:18]=[CH:19][C:14]=2[CH2:24][O:13][CH2:11]1. The yield is 0.0500.